Predict the product of the given reaction. From a dataset of Forward reaction prediction with 1.9M reactions from USPTO patents (1976-2016). (1) Given the reactants [CH3:1][N:2]1[CH2:7][CH2:6][N:5]([CH2:8][CH2:9][O:10][C:11]2[CH:16]=[CH:15][N:14]3[C:17]([C:20]([O-])=[O:21])=[CH:18][N:19]=[C:13]3[CH:12]=2)[CH2:4][CH2:3]1.[Li+].ClC1C=C(Cl)C=C(Cl)C=1C(Cl)=O.[CH2:36]([C:38]1[C:46]2[C:45]([NH2:47])=[CH:44][CH:43]=[CH:42][C:41]=2[N:40]([CH2:48][C:49]2[CH:54]=[CH:53][C:52]([F:55])=[CH:51][N:50]=2)[N:39]=1)[CH3:37], predict the reaction product. The product is: [CH2:36]([C:38]1[C:46]2[C:41](=[CH:42][CH:43]=[CH:44][C:45]=2[NH:47][C:20]([C:17]2[N:14]3[CH:15]=[CH:16][C:11]([O:10][CH2:9][CH2:8][N:5]4[CH2:4][CH2:3][N:2]([CH3:1])[CH2:7][CH2:6]4)=[CH:12][C:13]3=[N:19][CH:18]=2)=[O:21])[N:40]([CH2:48][C:49]2[CH:54]=[CH:53][C:52]([F:55])=[CH:51][N:50]=2)[N:39]=1)[CH3:37]. (2) Given the reactants O[N:2]=[C:3]([C:5]1[CH:14]=[CH:13][C:8]([C:9]([O:11][CH3:12])=[O:10])=[CH:7][CH:6]=1)[CH3:4].[ClH:15].O, predict the reaction product. The product is: [ClH:15].[NH2:2][CH:3]([C:5]1[CH:14]=[CH:13][C:8]([C:9]([O:11][CH3:12])=[O:10])=[CH:7][CH:6]=1)[CH3:4].